From a dataset of Reaction yield outcomes from USPTO patents with 853,638 reactions. Predict the reaction yield, written as a fraction of the theoretical maximum amount of product (1.0 means a 100% yield; for example, 0.34 means a 34% yield). The reactants are [F:1][C:2]([F:27])([C:11]([C:13]1[CH:18]=[CH:17][C:16]([O:19][CH2:20][CH2:21][CH2:22][C:23]([F:26])([F:25])[F:24])=[CH:15][CH:14]=1)=O)[C:3]([N:5]1[CH2:10][CH2:9][CH2:8][CH2:7][CH2:6]1)=[O:4].[CH3:28][C:29]([S:32]([NH2:34])=[O:33])([CH3:31])[CH3:30]. The catalyst is C1COCC1.[Cl-].[Na+].O.CCOC(C)=O. The product is [F:1][C:2]([F:27])([C:3](=[O:4])[N:5]1[CH2:10][CH2:9][CH2:8][CH2:7][CH2:6]1)[C:11](=[N:34][S:32]([C:29]([CH3:31])([CH3:30])[CH3:28])=[O:33])[C:13]1[CH:18]=[CH:17][C:16]([O:19][CH2:20][CH2:21][CH2:22][C:23]([F:26])([F:25])[F:24])=[CH:15][CH:14]=1. The yield is 0.590.